Dataset: Full USPTO retrosynthesis dataset with 1.9M reactions from patents (1976-2016). Task: Predict the reactants needed to synthesize the given product. (1) Given the product [CH3:23][C:19]([N:16]1[CH2:15][CH2:14][N:13]([CH2:12][C:7]2[N:8]([CH3:11])[C:9]3[C:5]([N:6]=2)=[C:4]([N:24]2[CH2:25][CH2:26][O:27][CH2:28][CH2:29]2)[N:3]=[C:2]([N:32]2[C:33]4[CH:39]=[CH:38][CH:37]=[CH:36][C:34]=4[N:35]=[C:31]2[CH3:30])[N:10]=3)[CH2:18][CH2:17]1)([CH3:22])[CH2:20][OH:21], predict the reactants needed to synthesize it. The reactants are: Cl[C:2]1[N:10]=[C:9]2[C:5]([N:6]=[C:7]([CH2:12][N:13]3[CH2:18][CH2:17][N:16]([C:19]([CH3:23])([CH3:22])[CH2:20][OH:21])[CH2:15][CH2:14]3)[N:8]2[CH3:11])=[C:4]([N:24]2[CH2:29][CH2:28][O:27][CH2:26][CH2:25]2)[N:3]=1.[CH3:30][C:31]1[NH:35][C:34]2[CH:36]=[CH:37][CH:38]=[CH:39][C:33]=2[N:32]=1. (2) Given the product [CH3:3][O:4][C:5]1[CH:6]=[CH:7][C:8]2[N:9]([N:11]=[C:12]([C:25]3[CH:29]=[CH:28][S:27][CH:26]=3)[C:13]=2[CH2:14][C:15]2[N:20]=[C:19]([C:21]([OH:23])=[O:22])[CH:18]=[CH:17][CH:16]=2)[CH:10]=1, predict the reactants needed to synthesize it. The reactants are: [OH-].[K+].[CH3:3][O:4][C:5]1[CH:6]=[CH:7][C:8]2[N:9]([N:11]=[C:12]([C:25]3[CH:29]=[CH:28][S:27][CH:26]=3)[C:13]=2[CH2:14][C:15]2[N:20]=[C:19]([C:21]([O:23]C)=[O:22])[CH:18]=[CH:17][CH:16]=2)[CH:10]=1.Cl. (3) The reactants are: [CH:1]([C:4]1[CH:9]=[CH:8][C:7]([C:10]2[C:11]([C:19](O)=[O:20])=[CH:12][CH:13]=[CH:14][C:15]=2[CH:16]([CH3:18])[CH3:17])=[CH:6][CH:5]=1)([CH3:3])[CH3:2].[C:22]([O:26][C:27]([N:29]1[CH2:34][CH2:33][N:32]([C:35]2[CH:40]=[CH:39][C:38]([NH2:41])=[CH:37][CH:36]=2)[CH2:31][CH2:30]1)=[O:28])([CH3:25])([CH3:24])[CH3:23]. Given the product [C:22]([O:26][C:27]([N:29]1[CH2:34][CH2:33][N:32]([C:35]2[CH:36]=[CH:37][C:38]([NH:41][C:19]([C:11]3[C:10]([C:7]4[CH:8]=[CH:9][C:4]([CH:1]([CH3:3])[CH3:2])=[CH:5][CH:6]=4)=[C:15]([CH:16]([CH3:18])[CH3:17])[CH:14]=[CH:13][CH:12]=3)=[O:20])=[CH:39][CH:40]=2)[CH2:31][CH2:30]1)=[O:28])([CH3:25])([CH3:23])[CH3:24], predict the reactants needed to synthesize it. (4) Given the product [OH:35][C:29]([C:31]([F:34])([F:33])[F:32])=[O:30].[CH:10]12[CH2:9][CH:8]1[NH:7][CH2:6][CH2:5][N:4]2[CH2:3][C@@H:2]([C:18]1[CH:27]=[CH:26][C:21]2[C:22](=[O:25])[O:23][CH2:24][C:20]=2[C:19]=1[CH3:28])[OH:1], predict the reactants needed to synthesize it. The reactants are: [OH:1][C@H:2]([C:18]1[CH:27]=[CH:26][C:21]2[C:22](=[O:25])[O:23][CH2:24][C:20]=2[C:19]=1[CH3:28])[CH2:3][N:4]1[CH:10]2[CH:8]([CH2:9]2)[N:7](C(OC(C)(C)C)=O)[CH2:6][CH2:5]1.[C:29]([OH:35])([C:31]([F:34])([F:33])[F:32])=[O:30]. (5) Given the product [F:20][C:21]1[CH:26]=[CH:25][C:24]([C:2]2[CH:3]=[N:4][C:5]3[N:6]([CH:8]=[C:9]([CH2:11][O:12][C:13]4[CH:18]=[CH:17][C:16]([OH:19])=[CH:15][CH:14]=4)[N:10]=3)[CH:7]=2)=[CH:23][CH:22]=1, predict the reactants needed to synthesize it. The reactants are: Br[C:2]1[CH:3]=[N:4][C:5]2[N:6]([CH:8]=[C:9]([CH2:11][O:12][C:13]3[CH:18]=[CH:17][C:16]([OH:19])=[CH:15][CH:14]=3)[N:10]=2)[CH:7]=1.[F:20][C:21]1[CH:26]=[CH:25][C:24](B(O)O)=[CH:23][CH:22]=1. (6) Given the product [Si:13]([O:12][CH2:11][CH2:10][N:6]1[CH:5]=[C:4]([N+:1]([O-:3])=[O:2])[CH:8]=[N:7]1)([C:16]([CH3:19])([CH3:18])[CH3:17])([CH3:15])[CH3:14], predict the reactants needed to synthesize it. The reactants are: [N+:1]([C:4]1[CH:5]=[N:6][NH:7][CH:8]=1)([O-:3])=[O:2].Br[CH2:10][CH2:11][O:12][Si:13]([C:16]([CH3:19])([CH3:18])[CH3:17])([CH3:15])[CH3:14].C(=O)([O-])[O-].[Cs+].[Cs+].CN(C=O)C.